This data is from Full USPTO retrosynthesis dataset with 1.9M reactions from patents (1976-2016). The task is: Predict the reactants needed to synthesize the given product. (1) Given the product [F:3][C:4]1[CH:11]=[CH:10][C:7]([C:8](=[NH:9])[NH:1][OH:2])=[CH:6][CH:5]=1, predict the reactants needed to synthesize it. The reactants are: [NH2:1][OH:2].[F:3][C:4]1[CH:11]=[CH:10][C:7]([C:8]#[N:9])=[CH:6][CH:5]=1. (2) Given the product [Br:1][C:2]1[CH:9]=[CH:8][C:7]([O:10][CH2:11][CH:12]2[CH2:17][CH2:16][N:15]([CH2:18][C:19]([CH2:23][CH3:24])([F:31])[CH2:20][CH3:21])[CH2:14][CH2:13]2)=[CH:6][C:3]=1[C:4]#[N:5], predict the reactants needed to synthesize it. The reactants are: [Br:1][C:2]1[CH:9]=[CH:8][C:7]([O:10][CH2:11][CH:12]2[CH2:17][CH2:16][N:15]([CH2:18][C:19]([CH2:23][CH3:24])(O)[CH2:20][CH3:21])[CH2:14][CH2:13]2)=[CH:6][C:3]=1[C:4]#[N:5].CCN(S(F)(F)[F:31])CC.C([O-])(O)=O.[Na+]. (3) Given the product [Br:1][C:2]1[S:6][C:5]([CH:7]([OH:8])[CH3:9])=[N:4][CH:3]=1, predict the reactants needed to synthesize it. The reactants are: [Br:1][C:2]1[S:6][C:5]([CH:7]=[O:8])=[N:4][CH:3]=1.[CH2:9]1COCC1.C[Mg+].[Br-]. (4) Given the product [C:15]([C:12]1[CH:13]=[C:14]2[C:9]([C:8]([C:18]3[CH:23]=[CH:22][C:21]([C:24]([O:26][CH3:27])=[O:25])=[CH:20][C:19]=3[F:28])=[N:7][N:6]2[C:4](=[O:5])[C:3]2[C:29]([C:33]([F:35])([F:34])[F:36])=[CH:30][CH:31]=[CH:32][C:2]=2[Cl:37])=[CH:10][CH:11]=1)(=[O:16])[NH2:38], predict the reactants needed to synthesize it. The reactants are: Cl[C:2]1[CH:32]=[CH:31][CH:30]=[C:29]([C:33]([F:36])([F:35])[F:34])[C:3]=1[C:4]([N:6]1[C:14]2[C:9](=[CH:10][CH:11]=[C:12]([C:15](O)=[O:16])[CH:13]=2)[C:8]([C:18]2[CH:23]=[CH:22][C:21]([C:24]([O:26][CH3:27])=[O:25])=[CH:20][C:19]=2[F:28])=[N:7]1)=[O:5].[Cl-:37].[NH4+:38].CN(C(ON1N=NC2C=CC=NC1=2)=[N+](C)C)C.F[P-](F)(F)(F)(F)F.CCN(CC)CC. (5) Given the product [CH:15]1([NH:1][C@H:2]2[CH2:7][CH2:6][CH2:5][N:4]([C:8]([O:10][C:11]([CH3:14])([CH3:13])[CH3:12])=[O:9])[CH2:3]2)[CH2:19][CH2:18][CH2:17][CH2:16]1, predict the reactants needed to synthesize it. The reactants are: [NH2:1][C@H:2]1[CH2:7][CH2:6][CH2:5][N:4]([C:8]([O:10][C:11]([CH3:14])([CH3:13])[CH3:12])=[O:9])[CH2:3]1.[C:15]1(=O)[CH2:19][CH2:18][CH2:17][CH2:16]1. (6) Given the product [Cl:12][CH2:13][C@H:14]([OH:21])[CH2:15][C:16]([O:18][CH2:19][CH3:20])=[O:17], predict the reactants needed to synthesize it. The reactants are: CC#N.C1CCC=CCCC=1.[Cl:12][CH2:13][C:14](=[O:21])[CH2:15][C:16]([O:18][CH2:19][CH3:20])=[O:17]. (7) Given the product [C:18]([C:20]1[CH:25]=[C:24]([N:6]2[CH2:7][C@@H:1]3[C@H:5]2[CH2:4][N:3]([C:8]([O:10][CH2:11][C:12]2[CH:17]=[CH:16][CH:15]=[CH:14][CH:13]=2)=[O:9])[CH2:2]3)[CH:23]=[N:22][CH:21]=1)#[N:19], predict the reactants needed to synthesize it. The reactants are: [C@@H:1]12[CH2:7][NH:6][C@@H:5]1[CH2:4][N:3]([C:8]([O:10][CH2:11][C:12]1[CH:17]=[CH:16][CH:15]=[CH:14][CH:13]=1)=[O:9])[CH2:2]2.[C:18]([C:20]1[CH:21]=[N:22][CH:23]=[C:24](Br)[CH:25]=1)#[N:19].C([O-])([O-])=O.[Cs+].[Cs+]. (8) Given the product [CH:27]1([C:26]2[C:25]3[CH:24]=[CH:23][C:22]([C:33]([NH:53][S:50]([N:49]([CH2:48][CH:47]([O:46][CH3:45])[O:55][CH3:56])[CH3:54])(=[O:52])=[O:51])=[O:34])=[CH:21][C:20]=3[N:18]3[C:17]=2[C:16]2[CH:36]=[CH:37][CH:38]=[CH:39][C:15]=2[O:14][CH2:13][C@H:12]([N:11]([CH3:40])[CH2:10][CH2:9][NH:8][C:6](=[O:7])[O:5][C:1]([CH3:4])([CH3:2])[CH3:3])[CH2:19]3)[CH2:28][CH2:29][CH2:30][CH2:31][CH2:32]1, predict the reactants needed to synthesize it. The reactants are: [C:1]([O:5][C:6]([NH:8][CH2:9][CH2:10][N:11]([CH3:40])[C@@H:12]1[CH2:19][N:18]2[C:20]3[CH:21]=[C:22]([C:33](O)=[O:34])[CH:23]=[CH:24][C:25]=3[C:26]([CH:27]3[CH2:32][CH2:31][CH2:30][CH2:29][CH2:28]3)=[C:17]2[C:16]2[CH:36]=[CH:37][CH:38]=[CH:39][C:15]=2[O:14][CH2:13]1)=[O:7])([CH3:4])([CH3:3])[CH3:2].C(Cl)CCl.[CH3:45][O:46][CH:47]([O:55][CH3:56])[CH2:48][N:49]([CH3:54])[S:50]([NH2:53])(=[O:52])=[O:51].S(N)(N)(=O)=O. (9) Given the product [ClH:26].[Br:1][C:2]1[CH:3]=[C:4]2[C:9](=[CH:10][CH:11]=1)[O:8][C:7]([CH2:12][N:13]1[CH2:18][CH2:17][O:16][CH2:15][CH2:14]1)=[C:6]([C:19]1[CH:24]=[CH:23][CH:22]=[CH:21][CH:20]=1)[C:5]2=[O:25], predict the reactants needed to synthesize it. The reactants are: [Br:1][C:2]1[CH:3]=[C:4]2[C:9](=[CH:10][CH:11]=1)[O:8][C:7]([CH2:12][N:13]1[CH2:18][CH2:17][O:16][CH2:15][CH2:14]1)=[C:6]([C:19]1[CH:24]=[CH:23][CH:22]=[CH:21][CH:20]=1)[C:5]2=[O:25].[ClH:26].